Dataset: Experimentally validated miRNA-target interactions with 360,000+ pairs, plus equal number of negative samples. Task: Binary Classification. Given a miRNA mature sequence and a target amino acid sequence, predict their likelihood of interaction. (1) The protein sequence of the target gene is MAEPVSPLKHFVLAKKAITAIFDQLLEFVTEGSHFVEATYKNPELDRIATEDDLVEMQGYKDKLSIIGEVLSRRHMKVAFFGRTSSGKSSVINAMLWDKVLPSGIGHITNCFLSVEGTDGDKAYLMTEGSDEKKSVKTVNQLAHALHMDKDLKAGCLVRVFWPKAKCALLRDDLVLVDSPGTDVTTELDSWIDKFCLDADVFVLVANSESTLMNTEKHFFHKVNERLSKPNIFILNNRWDASASEPEYMEDVRRQHMERCLHFLVEELKVVNALEAQNRIFFVSAKEVLSARKQKAQGMP.... Result: 0 (no interaction). The miRNA is hsa-miR-3074-5p with sequence GUUCCUGCUGAACUGAGCCAG. (2) The miRNA is mmu-miR-804 with sequence UGUGAGUUGUUCCUCACCUGGA. The protein sequence of the target gene is MAGQGDCCVKVAVRIRPQLSKEKIEGCHICTSVTPGEPQVLLGKDKAFTYDFVFDLDTWQEQIYSTCVSKLIEGCFEGYNATVLAYGQTGAGKTYTMGTGFDMATSEEEQGIIPRAIAHLFGGIAERKRRAQEQGVAGPEFKVSAQFLELYNEEILDLFDSTRDPDTRHRRSNIKIHEDANGGIYTTGVTSRLIHSQEELIQCLKQGALSRTTASTQMNVQSSRSHAIFTIHLCQMRMCTQPDLVNEAVTGLPDGTPPSSEYETLTAKFHFVDLAGSERLKRTGATGERAKEGISINCGL.... Result: 0 (no interaction). (3) The miRNA is hsa-miR-6073 with sequence GGUAGUGAGUUAUCAGCUAC. The protein sequence of the target gene is MGARGAPSRRRQAGRRLRYLPTGSFPFLLLLLLLCIQLGGGQKKKENLLAEKVEQLMEWSSRRSIFRMNGDKFRKFIKAPPRNYSMIVMFTALQPQRQCSVCRQANEEYQILANSWRYSSAFCNKLFFSMVDYDEGTDVFQQLNMNSAPTFMHFPPKGRPKRADTFDLQRIGFAAEQLAKWIADRTDVHIRVFRPPNYSGTIALALLVSLVGGLLYLRRNNLEFIYNKTGWAMVSLCIVFAMTSGQMWNHIRGPPYAHKNPHNGQVSYIHGSSQAQFVAESHIILVLNAAITMGMVLLNE.... Result: 0 (no interaction). (4) The miRNA is mmu-miR-698-3p with sequence CAUUCUCGUUUCCUUCCCU. The protein sequence of the target gene is METPPLPPACTKQGHQKPLDSKDENPEKHCPLTVNPWHMKKAFKVMNELRSQNLLCDVTIVAEDMEIPAHRVVLAACSPYFHAMFTGEMSESRAKRVRIKEVDGWTLRMLVDYVYTAEIQVTEENVQVLLPAAGLLQLQDVKKTCCEFLESQLHPVNCLGIRAFADMHACTDLLNKANTYAEQHFADVVLSEEFLNLGIEQVCSLISSDKLTISSEEKVFEAVIAWVNHDKDVRQEFMARLMEHVRLPLLPREYLVQRVEEEALVKNSSACKDYLIEAMKYHLLPTEQRMLMKSVRTRLR.... Result: 0 (no interaction). (5) Result: 1 (interaction). The protein sequence of the target gene is MFTVLTRQPCEQAGLKALYRTPTIIALVVLLVSIVVLVSITVIQIHKQEVLPPGLKYGIVLDAGSSRTTVYVYQWPAEKENNTGVVSQTFKCSVKGSGISSYGNNPQDVPRAFEECMQKVKGQVPSHLHGSTPIHLGATAGMRLLRLQNETAANEVLESIQSYFKSQPFDFRGAQIISGQEEGVYGWITANYLMGNFLEKNLWHMWVHPHGVETTGALDLGGASTQISFVAGEKMDLNTSDIMQVSLYGYVYTLYTHSFQCYGRNEAEKKFLAMLLQNSPTKNHLTNPCYPRDYSISFTM.... The miRNA is hsa-miR-192-5p with sequence CUGACCUAUGAAUUGACAGCC. (6) The miRNA is hsa-miR-4778-5p with sequence AAUUCUGUAAAGGAAGAAGAGG. The protein sequence of the target gene is MTSSLHRPFRVPWLLWAVLLVSTTAASQNQERLCAFKDPYQQDLGIGESRISHENGTILCSKGSTCYGLWEKSKGDINLVKQGCWSHIGDPQECHYEECVVTTTPPSIQNGTYRFCCCSTDLCNVNFTENFPPPDTTPLSPPHSFNRDETIIIALASVSVLAVLIVALCFGYRMLTGDRKQGLHSMNMMEAAAAEPSLDLDNLKLLELIGRGRYGAVYKGSLDERPVAVKVFSFANRQNFINEKNIYRVPLMEHDNIARFIVGDERLTADGRMEYLLVMEYYPNGSLCKYLSLHTSDWVS.... Result: 0 (no interaction). (7) The miRNA is hsa-miR-4284 with sequence GGGCUCACAUCACCCCAU. The protein sequence of the target gene is MGMLVPTALAARLLSLFQQQLGSLWSGLAILFCWLRIALGWLDPGKEQPQVRGEPEDTQETQEDGNSTQPTTPVSVNYHFTRQCNYKCGFCFHTAKTSFVLPLEEAKRGLLLLKQAGLEKINFSGGEPFLQDRGEYLGKLVRFCKEELALPSVSIVSNGSLIRERWFKDYGEYLDILAISCDSFDEQVNALIGRGQGKKNHVENLQKLRRWCRDYKVAFKINSVINRFNVDEDMNEHIKALSPVRWKVFQCLLIEGENSGEDALREAERFLISNEEFETFLERHKEVSCLVPESNQKMKD.... Result: 0 (no interaction). (8) The miRNA is rno-miR-21-5p with sequence UAGCUUAUCAGACUGAUGUUGA. The protein sequence of the target gene is MAASWSLLVTLRPLAQSPLRGRCVGCGAWAAALAPLATAPGKPFWKAYTVQTSESMTPTATSETYLKALAVCHGPLDHYDFLIKAHELKDDEHQRRVIQCLQKLHEDLKGYNIEAEGLFSKLFSRSKPPRGLYVYGDVGTGKTMVMDMFYAYVEMKRKKRVHFHGFMLDVHKRIHRLKQSLPKRKPGFMAKSYDPIAPIAEEISEEACLLCFDEFQVTDIADAMILKQLFENLFKNGVVVVATSNRPPEDLYKNGLQRANFVPFIAVLKEYCNTVQLDSGIDYRKRELPAAGKLYYLTSE.... Result: 0 (no interaction). (9) The miRNA is mmu-miR-6927-3p with sequence CCUGAGCUGGCUCCCCUGCAG. The protein sequence of the target gene is MGVLRVGLCPGLTEEMIQLLRSHRIKTVVDLVSADLEEVAQKCGLSYKALVALRRVLLAQFSAFPVNGADLYEELKTSTAILSTGIGSLDKLLDAGLYTGEVTEIVGGPGSGKTQVCLCMAANVAHGLQQNVLYVDSNGGLTASRLLQLLQAKTQDEEEQAEALRRIQVVHAFDIFQMLDVLQELRGTVAQQVTGSSGTVKVVVVDSVTAVVSPLLGGQQREGLALMMQLARELKTLARDLGMAVVVTNHITRDRDSGRLKPALGRSWSFVPSTRILLDTIEGAGASGGRRMACLAKSSR.... Result: 0 (no interaction).